This data is from Reaction yield outcomes from USPTO patents with 853,638 reactions. The task is: Predict the reaction yield, written as a fraction of the theoretical maximum amount of product (1.0 means a 100% yield; for example, 0.34 means a 34% yield). (1) The reactants are [O:1]=[C:2]1[C:6]2([CH2:11][CH2:10][N:9]([C:12]([O:14][C:15]([CH3:18])([CH3:17])[CH3:16])=[O:13])[CH2:8][CH2:7]2)[N:5]([C:19]2[CH:24]=[CH:23][CH:22]=[CH:21][CH:20]=2)[CH2:4][NH:3]1.Br[C@@H:26]([C:31]1[CH:36]=[CH:35][CH:34]=[CH:33][CH:32]=1)[C:27]([O:29][CH3:30])=[O:28].C(=O)([O-])[O-].[K+].[K+]. The catalyst is CN(C)C=O. The product is [CH3:30][O:29][C:27](=[O:28])[C@@H:26]([N:3]1[C:2](=[O:1])[C:6]2([CH2:7][CH2:8][N:9]([C:12]([O:14][C:15]([CH3:18])([CH3:17])[CH3:16])=[O:13])[CH2:10][CH2:11]2)[N:5]([C:19]2[CH:20]=[CH:21][CH:22]=[CH:23][CH:24]=2)[CH2:4]1)[C:31]1[CH:32]=[CH:33][CH:34]=[CH:35][CH:36]=1. The yield is 0.423. (2) The reactants are [Cl:1][C:2]1[CH:7]=[CH:6][C:5]([NH:8][C:9]([C:11]2[CH:16]=[CH:15][C:14](Br)=[CH:13][N:12]=2)=[O:10])=[CH:4][CH:3]=1.C([Li])(C)(C)C.[CH:23]([Si:26]([CH:41]([CH3:43])[CH3:42])([CH:38]([CH3:40])[CH3:39])[N:27]1[C:31]2=[N:32][CH:33]=[CH:34][CH:35]=[C:30]2[C:29]([CH:36]=[O:37])=[CH:28]1)([CH3:25])[CH3:24].O. The catalyst is O1CCCC1. The product is [Cl:1][C:2]1[CH:7]=[CH:6][C:5]([NH:8][C:9]([C:11]2[CH:16]=[CH:15][C:14]([CH:36]([OH:37])[C:29]3[C:30]4[C:31](=[N:32][CH:33]=[CH:34][CH:35]=4)[N:27]([Si:26]([CH:38]([CH3:40])[CH3:39])([CH:41]([CH3:43])[CH3:42])[CH:23]([CH3:24])[CH3:25])[CH:28]=3)=[CH:13][N:12]=2)=[O:10])=[CH:4][CH:3]=1. The yield is 0.140. (3) The reactants are Br[CH2:2][CH2:3][CH2:4][O:5][CH2:6][CH3:7].[Mg].II.[CH:11]([SiH:14]([CH:16]([CH3:18])[CH3:17])Cl)([CH3:13])[CH3:12].[Cl-].[NH4+]. The catalyst is C1COCC1. The product is [CH2:6]([O:5][CH2:4][CH2:3][CH2:2][SiH:14]([CH:16]([CH3:18])[CH3:17])[CH:11]([CH3:13])[CH3:12])[CH3:7]. The yield is 0.920. (4) The reactants are [CH2:1]([O:8][C:9]([C:11]1[CH:12]=[C:13]([CH:17]2[C:26]([CH3:28])([CH3:27])[CH:25](O)[C:24]3[C:19](=[CH:20][CH:21]=[C:22]([C:30]([O:32][CH3:33])=[O:31])[CH:23]=3)[NH:18]2)[CH:14]=[CH:15][CH:16]=1)=[O:10])[C:2]1[CH:7]=[CH:6][CH:5]=[CH:4][CH:3]=1.C([SiH](CC)CC)C.C(OCC)(=O)C.C(=O)([O-])[O-].[Na+].[Na+]. The catalyst is ClCCl. The product is [CH2:1]([O:8][C:9]([C:11]1[CH:12]=[C:13]([CH:17]2[C:26]([CH3:28])([CH3:27])[CH2:25][C:24]3[C:19](=[CH:20][CH:21]=[C:22]([C:30]([O:32][CH3:33])=[O:31])[CH:23]=3)[NH:18]2)[CH:14]=[CH:15][CH:16]=1)=[O:10])[C:2]1[CH:7]=[CH:6][CH:5]=[CH:4][CH:3]=1. The yield is 0.756. (5) The reactants are [S:1]1[C:5]2[CH:6]=[CH:7][CH:8]=[CH:9][C:4]=2[N:3]=[C:2]1[O:10][CH2:11][CH:12]1[CH2:17][CH2:16][CH2:15][NH:14][CH2:13]1.[CH3:18][O:19][C:20]([C:22]1[CH:23]=[C:24](OB(O)O)[CH:25]=[CH:26][CH:27]=1)=[O:21]. No catalyst specified. The product is [S:1]1[C:5]2[CH:6]=[CH:7][CH:8]=[CH:9][C:4]=2[N:3]=[C:2]1[O:10][CH2:11][CH:12]1[CH2:17][CH2:16][CH2:15][N:14]([C:26]2[CH:27]=[C:22]([CH:23]=[CH:24][CH:25]=2)[C:20]([O:19][CH3:18])=[O:21])[CH2:13]1. The yield is 0.200. (6) The reactants are N[C@H](C(O)=O)CC1C=CC=CC=1.[CH3:13][O:14][C:15]1[CH:16]=[C:17]([C:21]2([CH2:29][CH2:30][C:31](=[O:34])[CH2:32][CH3:33])[C:26](=[O:27])[CH2:25][CH2:24][CH2:23][C:22]2=O)[CH:18]=[CH:19][CH:20]=1.[C@@]12(CS(O)(=O)=O)C(C)(C)C(CC1)CC2=O. The catalyst is C(#N)C. The product is [CH3:13][O:14][C:15]1[CH:16]=[C:17]([C:21]23[C:26](=[O:27])[CH2:25][CH2:24][CH2:23][C:22]2=[C:32]([CH3:33])[C:31](=[O:34])[CH2:30][CH2:29]3)[CH:18]=[CH:19][CH:20]=1. The yield is 0.790. (7) The reactants are C(N(CC)C(C)C)(C)C.[Cl:10][C:11]1[CH:16]=[CH:15][CH:14]=[CH:13][C:12]=1[C:17]1[C:21]([C:22](Cl)=[O:23])=[C:20]([CH3:25])[O:19][N:18]=1.[OH:26][NH:27][C:28](=[NH:37])[C:29]1[CH:34]=[CH:33][C:32]([O:35][CH3:36])=[CH:31][CH:30]=1.C(Cl)Cl. The catalyst is C1COCC1.CO. The product is [Cl:10][C:11]1[CH:16]=[CH:15][CH:14]=[CH:13][C:12]=1[C:17]1[C:21]([C:22]([O:26]/[N:27]=[C:28](\[NH2:37])/[C:29]2[CH:34]=[CH:33][C:32]([O:35][CH3:36])=[CH:31][CH:30]=2)=[O:23])=[C:20]([CH3:25])[O:19][N:18]=1. The yield is 0.710. (8) The reactants are [C:1](Cl)([CH3:3])=[O:2].[C:5]([SiH2:9][O:10][C:11]([CH3:23])([CH3:22])[C:12]1[CH:13]=[C:14]([CH2:19][CH2:20][NH2:21])[CH:15]=[CH:16][C:17]=1[Cl:18])([CH3:8])([CH3:7])[CH3:6].CCN(C(C)C)C(C)C.[NH4+].[Cl-]. The catalyst is C(Cl)Cl. The product is [C:5]([SiH2:9][O:10][C:11]([CH3:23])([CH3:22])[C:12]1[CH:13]=[C:14]([CH2:19][CH2:20][NH:21][C:1](=[O:2])[CH3:3])[CH:15]=[CH:16][C:17]=1[Cl:18])([CH3:8])([CH3:7])[CH3:6]. The yield is 0.660.